This data is from CYP2D6 inhibition data for predicting drug metabolism from PubChem BioAssay. The task is: Regression/Classification. Given a drug SMILES string, predict its absorption, distribution, metabolism, or excretion properties. Task type varies by dataset: regression for continuous measurements (e.g., permeability, clearance, half-life) or binary classification for categorical outcomes (e.g., BBB penetration, CYP inhibition). Dataset: cyp2d6_veith. The compound is CCC(C)(C)n1nnnc1C(c1cc2cc3c(cc2[nH]c1=O)OCO3)N1CCCCC1. The result is 0 (non-inhibitor).